From a dataset of Forward reaction prediction with 1.9M reactions from USPTO patents (1976-2016). Predict the product of the given reaction. (1) Given the reactants CS(C)=O.FC(F)(F)C(OC(=O)C(F)(F)F)=O.[OH:18][C@@H:19]([C@:24]1([CH2:63][CH:64]=[CH2:65])[O:53][C@H:52]([CH2:54][O:55][CH2:56][C:57]2[CH:62]=[CH:61][CH:60]=[CH:59][CH:58]=2)[C@@H:43]([O:44][CH2:45][C:46]2[CH:51]=[CH:50][CH:49]=[CH:48][CH:47]=2)[C@H:34]([O:35][CH2:36][C:37]2[CH:42]=[CH:41][CH:40]=[CH:39][CH:38]=2)[C@H:25]1[O:26][CH2:27][C:28]1[CH:33]=[CH:32][CH:31]=[CH:30][CH:29]=1)[C:20]([O:22][CH3:23])=[O:21].C(N(CC)CC)C, predict the reaction product. The product is: [O:18]=[C:19]([C@:24]1([CH2:63][CH:64]=[CH2:65])[O:53][C@H:52]([CH2:54][O:55][CH2:56][C:57]2[CH:58]=[CH:59][CH:60]=[CH:61][CH:62]=2)[C@@H:43]([O:44][CH2:45][C:46]2[CH:47]=[CH:48][CH:49]=[CH:50][CH:51]=2)[C@H:34]([O:35][CH2:36][C:37]2[CH:42]=[CH:41][CH:40]=[CH:39][CH:38]=2)[C@H:25]1[O:26][CH2:27][C:28]1[CH:33]=[CH:32][CH:31]=[CH:30][CH:29]=1)[C:20]([O:22][CH3:23])=[O:21]. (2) The product is: [Cl:3][C:4]1[CH:5]=[CH:6][C:7]([NH:14][C:15](=[O:28])[CH2:16][C:17]2[CH:22]=[CH:21][CH:20]=[C:19]([C:23]3[CH:27]=[CH:26][O:25][CH:24]=3)[CH:18]=2)=[C:8]([CH:13]=1)[C:9]([OH:11])=[O:10]. Given the reactants [OH-].[Na+].[Cl:3][C:4]1[CH:5]=[CH:6][C:7]([NH:14][C:15](=[O:28])[CH2:16][C:17]2[CH:22]=[CH:21][CH:20]=[C:19]([C:23]3[CH:27]=[CH:26][O:25][CH:24]=3)[CH:18]=2)=[C:8]([CH:13]=1)[C:9]([O:11]C)=[O:10].Cl, predict the reaction product. (3) Given the reactants [Br:1][C:2]1[CH:8]=[C:7]([Br:9])[CH:6]=[CH:5][C:3]=1[NH2:4].ClC(Cl)(O[C:14](=[O:20])OC(Cl)(Cl)Cl)Cl.[CH3:22][C@H:23]1[CH2:28][NH:27][C@H:26]([CH3:29])[CH2:25][N:24]1[C:30]1[CH:37]=[CH:36][C:33]([C:34]#[N:35])=[C:32]([F:38])[CH:31]=1.C(N(CC)CC)C, predict the reaction product. The product is: [Br:1][C:2]1[CH:8]=[C:7]([Br:9])[CH:6]=[CH:5][C:3]=1[NH:4][C:14]([N:27]1[CH2:28][C@@H:23]([CH3:22])[N:24]([C:30]2[CH:37]=[CH:36][C:33]([C:34]#[N:35])=[C:32]([F:38])[CH:31]=2)[CH2:25][C@@H:26]1[CH3:29])=[O:20]. (4) Given the reactants N[C@@H]1C2C(=CC=CC=2)C[C@@H]1O.[CH:12]1([C:18]2[C:27]3[C:26](=[O:28])[CH2:25][C:24]([CH3:30])([CH3:29])[CH2:23][C:22]=3[N:21]=[C:20]([CH:31]([CH3:33])[CH3:32])[C:19]=2[C:34](=[O:45])[C:35]2[CH:40]=[CH:39][C:38]([C:41]([F:44])([F:43])[F:42])=[CH:37][CH:36]=2)[CH2:17][CH2:16][CH2:15][CH2:14][CH2:13]1.CO, predict the reaction product. The product is: [CH:12]1([C:18]2[C:27]3[C@@H:26]([OH:28])[CH2:25][C:24]([CH3:30])([CH3:29])[CH2:23][C:22]=3[N:21]=[C:20]([CH:31]([CH3:33])[CH3:32])[C:19]=2[C:34]([C:35]2[CH:40]=[CH:39][C:38]([C:41]([F:44])([F:42])[F:43])=[CH:37][CH:36]=2)=[O:45])[CH2:17][CH2:16][CH2:15][CH2:14][CH2:13]1. (5) Given the reactants ClC(Cl)(O[C:5](=[O:11])OC(Cl)(Cl)Cl)Cl.[Cl:13][C:14]1[C:21]([Cl:22])=[CH:20][CH:19]=[CH:18][C:15]=1[CH2:16][NH2:17].CCN(C(C)C)C(C)C.[CH3:32][NH:33][CH2:34][CH2:35][OH:36], predict the reaction product. The product is: [Cl:13][C:14]1[C:21]([Cl:22])=[CH:20][CH:19]=[CH:18][C:15]=1[CH2:16][NH:17][C:5](=[O:11])[N:33]([CH2:34][CH2:35][OH:36])[CH3:32]. (6) Given the reactants [F:1][C:2]1[CH:7]=[CH:6][C:5]([C:8]2[CH:13]=[CH:12][N:11]=[CH:10][C:9]=2[N:14]([CH3:28])[C:15](=[O:27])[C:16]2[CH:21]=[C:20]([C:22]([F:25])([F:24])[F:23])[CH:19]=[C:18]([SH:26])[CH:17]=2)=[C:4]([O:29][CH3:30])[CH:3]=1.Br[CH2:32][CH2:33][NH:34][C:35](=[O:41])[O:36][C:37]([CH3:40])([CH3:39])[CH3:38].CCN(C(C)C)C(C)C.[NH4+].[Cl-], predict the reaction product. The product is: [C:37]([O:36][C:35](=[O:41])[NH:34][CH2:33][CH2:32][S:26][C:18]1[CH:19]=[C:20]([C:22]([F:25])([F:24])[F:23])[CH:21]=[C:16]([C:15](=[O:27])[N:14]([C:9]2[CH:10]=[N:11][CH:12]=[CH:13][C:8]=2[C:5]2[CH:6]=[CH:7][C:2]([F:1])=[CH:3][C:4]=2[O:29][CH3:30])[CH3:28])[CH:17]=1)([CH3:40])([CH3:39])[CH3:38]. (7) Given the reactants [CH:1]1([N:7]2[CH2:11][CH2:10][CH:9]([C:12]([O:14][CH3:15])=[O:13])[C:8]2=[O:16])[CH2:6][CH2:5][CH2:4][CH2:3][CH2:2]1.C[O-].[Na+].[CH2:20](Br)[C:21]1[CH:26]=[CH:25][CH:24]=[CH:23][CH:22]=1, predict the reaction product. The product is: [CH2:20]([C:9]1([C:12]([O:14][CH3:15])=[O:13])[CH2:10][CH2:11][N:7]([CH:1]2[CH2:2][CH2:3][CH2:4][CH2:5][CH2:6]2)[C:8]1=[O:16])[C:21]1[CH:26]=[CH:25][CH:24]=[CH:23][CH:22]=1. (8) The product is: [F:37][C:35]1[CH:34]=[CH:33][C:32]([C:38]([F:39])([F:40])[F:41])=[C:31]([N:30]2[C:11](=[O:12])[C:4]3[C@@H:5]4[C:8]([CH3:10])([CH3:9])[C@@:2]([CH3:1])([CH2:7][CH2:6]4)[C:3]=3[N:29]2[CH3:27])[CH:36]=1. Given the reactants [CH3:1][C@:2]12[C:8]([CH3:10])([CH3:9])[C@H:5]([CH2:6][CH2:7]1)[CH:4]([C:11](Cl)=[O:12])[C:3]2=O.C(N(CC)CC)C.C(O[C:27]([N:29](C)[NH:30][C:31]1[CH:36]=[C:35]([F:37])[CH:34]=[CH:33][C:32]=1[C:38]([F:41])([F:40])[F:39])=O)(C)(C)C.Cl.O1CCOCC1, predict the reaction product. (9) Given the reactants [OH-].[Na+].[CH2:3]([SH:10])[C:4]1[CH:9]=[CH:8][CH:7]=[CH:6][CH:5]=1.[CH3:11][O:12][C:13]1[CH:18]=[CH:17][NH:16][N:15](Cl)[CH:14]=1.[Cl-].[NH4+], predict the reaction product. The product is: [CH2:3]([S:10][N:15]1[CH:14]=[C:13]([O:12][CH3:11])[CH:18]=[CH:17][NH:16]1)[C:4]1[CH:9]=[CH:8][CH:7]=[CH:6][CH:5]=1.